Dataset: Catalyst prediction with 721,799 reactions and 888 catalyst types from USPTO. Task: Predict which catalyst facilitates the given reaction. Reactant: [F:1][C:2]([F:19])([F:18])[CH:3]([NH:6][CH2:7][C@@H:8]([NH:10]C(=O)OC(C)(C)C)[CH3:9])[CH2:4][I:5].[C:20]([OH:26])([C:22]([F:25])([F:24])[F:23])=[O:21]. Product: [F:23][C:22]([F:25])([F:24])[C:20]([OH:26])=[O:21].[F:1][C:2]([F:18])([F:19])[CH:3]([NH:6][CH2:7][C@@H:8]([NH2:10])[CH3:9])[CH2:4][I:5]. The catalyst class is: 2.